Task: Predict the product of the given reaction.. Dataset: Forward reaction prediction with 1.9M reactions from USPTO patents (1976-2016) (1) Given the reactants FC(F)(F)S([O-])(=O)=O.[CH3:9][S:10][C:11]1[N:12]([CH2:44][CH2:45][O:46][Si](C(C)(C)C)(C)C)[CH:13]=[N+:14]2[CH:18]=[C:17]([C:19]3[C@H:20]([CH3:43])[C@@H:21]4[C@@H:38]([C@H:39]([OH:41])[CH3:40])[C:37](=[O:42])[N:22]4[C:23]=3[C:24]([O:26]CC3C=CC([N+]([O-])=O)=CC=3)=[O:25])[S:16][C:15]=12.C(O)(=O)C.[F-].C([N+](CCCC)(CCCC)CCCC)CCC.C1COCC1.P([O-])([O-])([O-])=O.[Na+].[Na+].[Na+], predict the reaction product. The product is: [OH:41][C@@H:39]([C@H:38]1[C:37](=[O:42])[N:22]2[C:23]([C:24]([O-:26])=[O:25])=[C:19]([C:17]3[S:16][C:15]4=[C:11]([S:10][CH3:9])[N:12]([CH2:44][CH2:45][OH:46])[CH:13]=[N+:14]4[CH:18]=3)[C@H:20]([CH3:43])[C@H:21]12)[CH3:40]. (2) Given the reactants NC1N=CN=C2N(CCC[N:27]3[C:31](=[O:32])[CH2:30][S:29][C:28]3=[O:33])N=C(C3C=CC(OC4C=CC=CC=4)=CC=3)C=12.[CH:34]1([CH:37]=O)[CH2:36][CH2:35]1.N1CCCCC1, predict the reaction product. The product is: [CH:34]1([CH:37]=[C:30]2[S:29][C:28](=[O:33])[NH:27][C:31]2=[O:32])[CH2:36][CH2:35]1. (3) Given the reactants [NH2:1][C:2](=O)[CH2:3][N:4]1[CH:9]([NH:10]S(C2C=CC(C)=CC=2)(=O)=O)[CH:8]=[CH:7][C:6]([O:21][C:22]2[CH:23]=[CH:24][C:25]([Cl:38])=[C:26]([NH:28][C:29]([C:31]3[N:35]([CH3:36])[N:34]=[C:33]([CH3:37])[CH:32]=3)=[O:30])[CH:27]=2)=[CH:5]1.FC(F)(F)C(OC(=O)C(F)(F)F)=O, predict the reaction product. The product is: [NH2:1][C:2]1[N:10]=[C:9]2[CH:8]=[CH:7][C:6]([O:21][C:22]3[CH:23]=[CH:24][C:25]([Cl:38])=[C:26]([NH:28][C:29]([C:31]4[N:35]([CH3:36])[N:34]=[C:33]([CH3:37])[CH:32]=4)=[O:30])[CH:27]=3)=[CH:5][N:4]2[CH:3]=1. (4) The product is: [CH3:17][O:16][CH2:15][C@@H:14]([NH:13][C:11]([C:8]1[CH:9]=[C:10]2[C:5](=[CH:6][CH:7]=1)[NH:4][N:3]=[C:2]2[C:35]1[CH:36]=[CH:37][C:32]([O:31][CH:28]2[CH2:27][CH2:26][N:25]([CH3:24])[CH2:30][CH2:29]2)=[CH:33][CH:34]=1)=[O:12])[C:18]1[CH:23]=[CH:22][CH:21]=[CH:20][CH:19]=1. Given the reactants I[C:2]1[C:10]2[C:5](=[CH:6][CH:7]=[C:8]([C:11]([NH:13][C@@H:14]([C:18]3[CH:23]=[CH:22][CH:21]=[CH:20][CH:19]=3)[CH2:15][O:16][CH3:17])=[O:12])[CH:9]=2)[NH:4][N:3]=1.[CH3:24][N:25]1[CH2:30][CH2:29][CH:28]([O:31][C:32]2[CH:37]=[CH:36][C:35](B3OC(C)(C)C(C)(C)O3)=[CH:34][CH:33]=2)[CH2:27][CH2:26]1, predict the reaction product. (5) Given the reactants [N+:1]([C:4]1[CH:9]=[CH:8][C:7]([CH2:10][C:11]#[N:12])=[CH:6][CH:5]=1)([O-:3])=[O:2].C(N(CC)CC)C.Cl[C:21](=O)[CH2:22][CH2:23][C:24]([O:26][CH3:27])=[O:25].Cl.[NH2:30][C:31]([NH2:33])=[NH:32].C[O-].[Na+].[Cl-].[K+], predict the reaction product. The product is: [CH3:27][O:26][C:24](=[O:25])[CH2:23][CH2:22][C:21]1[C:10]([C:7]2[CH:6]=[CH:5][C:4]([N+:1]([O-:3])=[O:2])=[CH:9][CH:8]=2)=[C:11]([NH2:12])[N:30]=[C:31]([NH2:33])[N:32]=1. (6) Given the reactants [F:1][C:2]1[CH:23]=[CH:22][CH:21]=[C:20]([F:24])[C:3]=1[O:4][C:5]1[CH:6]=[N:7][N:8]([CH:12]([CH2:16][CH:17]([CH3:19])[CH3:18])[C:13]([OH:15])=O)[C:9](=[O:11])[CH:10]=1.[NH2:25][C:26]1[CH:30]=[CH:29][N:28]([CH2:31][C:32]([CH3:35])([OH:34])[CH3:33])[N:27]=1, predict the reaction product. The product is: [OH:34][C:32]([CH3:35])([CH3:33])[CH2:31][N:28]1[CH:29]=[CH:30][C:26]([NH:25][C:13](=[O:15])[CH:12]([N:8]2[C:9](=[O:11])[CH:10]=[C:5]([O:4][C:3]3[C:2]([F:1])=[CH:23][CH:22]=[CH:21][C:20]=3[F:24])[CH:6]=[N:7]2)[CH2:16][CH:17]([CH3:19])[CH3:18])=[N:27]1. (7) The product is: [Cl:9][C:7]1[CH:6]=[C:5]([C:10]2([C:27]([F:29])([F:28])[F:30])[CH2:14][C:13]([C:15]3[CH:16]=[C:17]4[C:21](=[CH:22][CH:23]=3)[C:20]3([CH2:24][N:25]([C:36](=[O:37])[CH2:35][S:32]([CH3:31])(=[O:34])=[O:33])[CH2:26]3)[O:19][CH2:18]4)=[N:12][CH2:11]2)[CH:4]=[C:3]([Cl:2])[CH:8]=1. Given the reactants Cl.[Cl:2][C:3]1[CH:4]=[C:5]([C:10]2([C:27]([F:30])([F:29])[F:28])[CH2:14][C:13]([C:15]3[CH:16]=[C:17]4[C:21](=[CH:22][CH:23]=3)[C:20]3([CH2:26][NH:25][CH2:24]3)[O:19][CH2:18]4)=[N:12][CH2:11]2)[CH:6]=[C:7]([Cl:9])[CH:8]=1.[CH3:31][S:32]([CH2:35][C:36](O)=[O:37])(=[O:34])=[O:33].C1C=CC2N(O)N=NC=2C=1.C(Cl)CCl, predict the reaction product.